Dataset: CYP1A2 inhibition data for predicting drug metabolism from PubChem BioAssay. Task: Regression/Classification. Given a drug SMILES string, predict its absorption, distribution, metabolism, or excretion properties. Task type varies by dataset: regression for continuous measurements (e.g., permeability, clearance, half-life) or binary classification for categorical outcomes (e.g., BBB penetration, CYP inhibition). Dataset: cyp1a2_veith. (1) The molecule is COc1cc(OC)nc(Oc2ccccc2C(=O)Oc2ccc(Cl)cc2)n1. The result is 1 (inhibitor). (2) The molecule is O=[N+]([O-])c1cc(-c2ccc([As](=O)(O)O)cc2)ccc1[As](=O)(O)O. The result is 0 (non-inhibitor).